From a dataset of Reaction yield outcomes from USPTO patents with 853,638 reactions. Predict the reaction yield, written as a fraction of the theoretical maximum amount of product (1.0 means a 100% yield; for example, 0.34 means a 34% yield). (1) The reactants are CC(O)=O.C([N:12]1[CH2:16][C@@H:15]([C:17]2[CH:22]=[CH:21][CH:20]=[C:19]([O:23][C:24]([F:27])([F:26])[F:25])[CH:18]=2)[C@H:14]([NH:28][C:29](=[O:37])[O:30][CH2:31][CH2:32][Si:33]([CH3:36])([CH3:35])[CH3:34])[CH2:13]1)C1C=CC=CC=1.OCC1(OC[C@@H](O)[C@@H](O)[C@H]1O)O. The catalyst is CCO.[Pd]. The product is [F:27][C:24]([F:25])([F:26])[O:23][C:19]1[CH:18]=[C:17]([C@@H:15]2[CH2:16][NH:12][CH2:13][C@H:14]2[NH:28][C:29](=[O:37])[O:30][CH2:31][CH2:32][Si:33]([CH3:34])([CH3:36])[CH3:35])[CH:22]=[CH:21][CH:20]=1. The yield is 1.00. (2) The reactants are [CH3:1][Si:2]([CH3:13])([CH3:12])[O:3][C:4]1([C:10]#N)[CH2:9][CH2:8][O:7][CH2:6][CH2:5]1.[H-].C([Al+]C(C)C)(C)C.CCCCCC.[OH2:28]. The catalyst is ClCCl. The product is [CH3:1][Si:2]([CH3:13])([CH3:12])[O:3][C:4]1([CH:10]=[O:28])[CH2:9][CH2:8][O:7][CH2:6][CH2:5]1. The yield is 0.290.